From a dataset of Forward reaction prediction with 1.9M reactions from USPTO patents (1976-2016). Predict the product of the given reaction. (1) Given the reactants CC1(C)C(C)(C)OB(B2OC(C)(C)C(C)(C)O2)O1.C([O-])(=O)C.[K+].[Cl:24][C:25]1[CH:26]=[C:27]([CH:43]=[CH:44][CH:45]=1)[CH2:28][O:29][C:30]1[C:31](B(O)O)=[CH:32][C:33]([C:36]([O:38][CH3:39])=[O:37])=[N:34][CH:35]=1.Br[CH2:47][C:48]1[CH:53]=[CH:52][C:51]([N:54]2[CH:58]=[CH:57][CH:56]=[N:55]2)=[CH:50][CH:49]=1.C(=O)([O-])[O-].[K+].[K+], predict the reaction product. The product is: [Cl:24][C:25]1[CH:26]=[C:27]([CH:43]=[CH:44][CH:45]=1)[CH2:28][O:29][C:30]1[C:31]([CH2:47][C:48]2[CH:49]=[CH:50][C:51]([N:54]3[CH:58]=[CH:57][CH:56]=[N:55]3)=[CH:52][CH:53]=2)=[CH:32][C:33]([C:36]([O:38][CH3:39])=[O:37])=[N:34][CH:35]=1. (2) Given the reactants [CH3:1][O:2][C:3]1[C:4]([NH2:28])=[N:5][C:6]([C:9]2[C:17]3[C:12](=[CH:13][CH:14]=[CH:15][CH:16]=3)[N:11]([CH2:18][C:19]3[CH:24]=[CH:23][C:22]([CH2:25][CH2:26][CH3:27])=[CH:21][CH:20]=3)[N:10]=2)=[N:7][CH:8]=1.Cl.O.ClCCl, predict the reaction product. The product is: [CH3:1][O:2][C:3]1[C:4]([NH:28][C:4]2[CH:3]=[CH:8][N:7]=[CH:6][N:5]=2)=[N:5][C:6]([C:9]2[C:17]3[C:12](=[CH:13][CH:14]=[CH:15][CH:16]=3)[N:11]([CH2:18][C:19]3[CH:20]=[CH:21][C:22]([CH2:25][CH2:26][CH3:27])=[CH:23][CH:24]=3)[N:10]=2)=[N:7][CH:8]=1. (3) Given the reactants [F:1][C:2]1[C:3]([N:26]2[CH:30]=[C:29]([C:31]3[CH:35]=[CH:34][O:33][CH:32]=3)[C:28]([CH:36]=O)=[CH:27]2)=[N:4][C:5]([NH:8][C:9]2[CH:14]=[C:13]([N+:15]([O-])=O)[C:12]([N:18]3[CH2:23][CH2:22][O:21][CH2:20][CH2:19]3)=[CH:11][C:10]=2[O:24][CH3:25])=[N:6][CH:7]=1.Cl.[CH3:39][NH:40][CH3:41], predict the reaction product. The product is: [CH3:39][N:40]([CH2:36][C:28]1[C:29]([C:31]2[CH:35]=[CH:34][O:33][CH:32]=2)=[CH:30][N:26]([C:3]2[C:2]([F:1])=[CH:7][N:6]=[C:5]([NH:8][C:9]3[C:10]([O:24][CH3:25])=[CH:11][C:12]([N:18]4[CH2:23][CH2:22][O:21][CH2:20][CH2:19]4)=[C:13]([NH:15][C:10](=[O:24])[CH:9]=[CH2:14])[CH:14]=3)[N:4]=2)[CH:27]=1)[CH3:41]. (4) Given the reactants CN(C(ON1N=NC2C=CC=CC1=2)=[N+](C)C)C.[B-](F)(F)(F)F.[CH3:23][N:24]1CC[O:27][CH2:26][CH2:25]1.CNCCO.[F:35][C:36]1[CH:41]=[CH:40][C:39]([CH3:42])=[CH:38][C:37]=1[C:43]1[CH:44]=[N:45][C:46]([N:49]2[C:57]3[C:52](=[CH:53][CH:54]=[C:55]([C:58](O)=[O:59])[CH:56]=3)[C:51]([CH:61]([OH:63])[CH3:62])=[N:50]2)=[N:47][CH:48]=1, predict the reaction product. The product is: [F:35][C:36]1[CH:41]=[CH:40][C:39]([CH3:42])=[CH:38][C:37]=1[C:43]1[CH:44]=[N:45][C:46]([N:49]2[C:57]3[C:52](=[CH:53][CH:54]=[C:55]([C:58]([N:24]([CH2:25][CH2:26][OH:27])[CH3:23])=[O:59])[CH:56]=3)[C:51]([CH:61]([OH:63])[CH3:62])=[N:50]2)=[N:47][CH:48]=1. (5) Given the reactants [F:1][C:2]([F:19])([F:18])[C:3]1[CH:17]=[CH:16][C:6]([O:7][CH2:8][C:9]2[N:14]=[C:13]([NH2:15])[CH:12]=[CH:11][CH:10]=2)=[CH:5][CH:4]=1.[Cl:20][C:21]1[CH:22]=[C:23]([S:28](Cl)(=[O:30])=[O:29])[CH:24]=[CH:25][C:26]=1[CH3:27], predict the reaction product. The product is: [Cl:20][C:21]1[CH:22]=[C:23]([S:28]([NH:15][C:13]2[CH:12]=[CH:11][CH:10]=[C:9]([CH2:8][O:7][C:6]3[CH:16]=[CH:17][C:3]([C:2]([F:1])([F:18])[F:19])=[CH:4][CH:5]=3)[N:14]=2)(=[O:30])=[O:29])[CH:24]=[CH:25][C:26]=1[CH3:27].